From a dataset of Reaction yield outcomes from USPTO patents with 853,638 reactions. Predict the reaction yield, written as a fraction of the theoretical maximum amount of product (1.0 means a 100% yield; for example, 0.34 means a 34% yield). (1) The reactants are [Cl:1][C:2]1[N:3]([C:11]2[CH:16]=[CH:15][C:14]([O:17][CH2:18][C@H:19]3[CH2:23][CH2:22][CH2:21][NH:20]3)=[CH:13][CH:12]=2)[N:4]=[C:5]2[C:10]=1[CH:9]=[CH:8][CH:7]=[CH:6]2.Br[CH2:25][C:26]([O:28][C:29]([CH3:32])([CH3:31])[CH3:30])=[O:27]. No catalyst specified. The product is [C:29]([O:28][C:26](=[O:27])[CH2:25][N:20]1[CH2:21][CH2:22][CH2:23][C@@H:19]1[CH2:18][O:17][C:14]1[CH:13]=[CH:12][C:11]([N:3]2[C:2]([Cl:1])=[C:10]3[C:5]([CH:6]=[CH:7][CH:8]=[CH:9]3)=[N:4]2)=[CH:16][CH:15]=1)([CH3:32])([CH3:31])[CH3:30]. The yield is 0.800. (2) The reactants are C([NH:9][C:10]([NH:12][C:13]1[C:18]([Br:19])=[CH:17][C:16]([F:20])=[CH:15][C:14]=1[Br:21])=[S:11])(=O)C1C=CC=CC=1.C[O-].[Na+]. The catalyst is CO. The product is [Br:19][C:18]1[CH:17]=[C:16]([F:20])[CH:15]=[C:14]([Br:21])[C:13]=1[NH:12][C:10]([NH2:9])=[S:11]. The yield is 0.990. (3) The reactants are [F:1][C:2]([F:12])([F:11])[C:3]1[CH:8]=[CH:7][CH:6]=[CH:5][C:4]=1[Mg]Br.[CH3:13][S:14]([C:17]1[CH:24]=[CH:23][C:20]([CH:21]=[O:22])=[CH:19][CH:18]=1)(=[O:16])=[O:15].FC(F)(F)C1C=C(Cl)C=CC=1C(O)C1C=CC=CC=1. No catalyst specified. The product is [F:1][C:2]([F:12])([F:11])[C:3]1[CH:8]=[CH:7][CH:6]=[CH:5][C:4]=1[CH:21]([OH:22])[C:20]1[CH:19]=[CH:18][C:17]([S:14]([CH3:13])(=[O:16])=[O:15])=[CH:24][CH:23]=1. The yield is 1.00. (4) The reactants are [H-].[Na+].[CH3:3][C:4]1[CH:8]=[C:7]([CH3:9])[NH:6][N:5]=1.Cl[C:11]1[N:16]=[CH:15][CH:14]=[CH:13][N:12]=1.O. The catalyst is C1COCC1. The product is [N:12]1[CH:13]=[CH:14][CH:15]=[N:16][C:11]=1[N:5]1[C:4]([CH3:3])=[CH:8][C:7]([CH3:9])=[N:6]1. The yield is 0.690.